Dataset: Reaction yield outcomes from USPTO patents with 853,638 reactions. Task: Predict the reaction yield, written as a fraction of the theoretical maximum amount of product (1.0 means a 100% yield; for example, 0.34 means a 34% yield). The reactants are [NH:1]1[CH2:4][CH:3]([N:5]2[C:9](=[O:10])[C:8]([CH3:12])([CH3:11])[NH:7][C:6]2=[O:13])[CH2:2]1.[F:14][C:15]1[CH:23]=[CH:22][C:21]([CH:24]=[O:25])=[CH:20][C:16]=1[C:17](O)=[O:18].F[P-](F)(F)(F)(F)F.N1(OC(N(C)C)=[N+](C)C)C2C=CC=CC=2N=N1.C(N(CC)C(C)C)(C)C. No catalyst specified. The product is [CH3:12][C:8]1([CH3:11])[C:9](=[O:10])[N:5]([CH:3]2[CH2:2][N:1]([C:17]([C:16]3[CH:20]=[C:21]([CH:22]=[CH:23][C:15]=3[F:14])[CH:24]=[O:25])=[O:18])[CH2:4]2)[C:6](=[O:13])[NH:7]1. The yield is 0.560.